This data is from Full USPTO retrosynthesis dataset with 1.9M reactions from patents (1976-2016). The task is: Predict the reactants needed to synthesize the given product. (1) Given the product [ClH:1].[Cl:1][C:2]1[CH:3]=[C:4]([C:15](=[O:33])/[CH:16]=[CH:17]/[C:18]2[CH:19]=[C:20](/[CH:24]=[CH:25]/[C:26]([NH:49][OH:50])=[O:27])[CH:21]=[CH:22][CH:23]=2)[CH:5]=[C:6]([N:8]2[CH2:9][CH2:10][N:11]([CH3:14])[CH2:12][CH2:13]2)[CH:7]=1, predict the reactants needed to synthesize it. The reactants are: [Cl:1][C:2]1[CH:3]=[C:4]([C:15](=[O:33])/[CH:16]=[CH:17]/[C:18]2[CH:19]=[C:20](/[CH:24]=[CH:25]/[C:26](OC(C)(C)C)=[O:27])[CH:21]=[CH:22][CH:23]=2)[CH:5]=[C:6]([N:8]2[CH2:13][CH2:12][N:11]([CH3:14])[CH2:10][CH2:9]2)[CH:7]=1.C(O)(C(F)(F)F)=O.C1C=CC2[N:49]([OH:50])N=NC=2C=1.C(Cl)CCl.NOC1CCCCO1. (2) The reactants are: C(OC([N:8]1[CH2:14][CH2:13][CH2:12][CH:11]([N:15]([C:31](=[O:33])[CH3:32])[CH2:16][C:17]2[CH:22]=[C:21]([C:23]([F:26])([F:25])[F:24])[CH:20]=[C:19]([C:27]([F:30])([F:29])[F:28])[CH:18]=2)[C:10]2[CH:34]=[C:35]([C:38]([F:41])([F:40])[F:39])[CH:36]=[CH:37][C:9]1=2)=O)(C)(C)C.C(O)(C(F)(F)F)=O.C(Cl)Cl. Given the product [F:26][C:23]([F:24])([F:25])[C:21]1[CH:22]=[C:17]([CH:18]=[C:19]([C:27]([F:29])([F:30])[F:28])[CH:20]=1)[CH2:16][N:15]([CH:11]1[CH2:12][CH2:13][CH2:14][NH:8][C:9]2[CH:37]=[CH:36][C:35]([C:38]([F:39])([F:40])[F:41])=[CH:34][C:10]1=2)[C:31](=[O:33])[CH3:32], predict the reactants needed to synthesize it. (3) Given the product [C:29]([O:28][CH2:27][CH2:26][O:25][CH2:24][CH2:23][O:22][CH2:21][CH2:20][O:19][CH2:18][CH2:17][O:16][CH2:15][CH2:14][O:13][C:10]1[CH:11]=[CH:12][C:7]([OH:6])=[CH:8][CH:9]=1)([C:42]1[CH:47]=[CH:46][CH:45]=[CH:44][CH:43]=1)([C:36]1[CH:37]=[CH:38][CH:39]=[CH:40][CH:41]=1)[C:30]1[CH:31]=[CH:32][CH:33]=[CH:34][CH:35]=1, predict the reactants needed to synthesize it. The reactants are: C([Si](C)(C)[O:6][C:7]1[CH:12]=[CH:11][C:10]([O:13][CH2:14][CH2:15][O:16][CH2:17][CH2:18][O:19][CH2:20][CH2:21][O:22][CH2:23][CH2:24][O:25][CH2:26][CH2:27][O:28][C:29]([C:42]2[CH:47]=[CH:46][CH:45]=[CH:44][CH:43]=2)([C:36]2[CH:41]=[CH:40][CH:39]=[CH:38][CH:37]=2)[C:30]2[CH:35]=[CH:34][CH:33]=[CH:32][CH:31]=2)=[CH:9][CH:8]=1)(C)(C)C.[F-].C([N+](CCCC)(CCCC)CCCC)CCC. (4) Given the product [O:10]([C:17]1[CH:18]=[CH:19][C:20]([O:23][CH:2]([CH2:6][CH2:7][CH2:8][CH3:9])[C:3]([OH:5])=[O:4])=[CH:21][CH:22]=1)[C:11]1[CH:12]=[CH:13][CH:14]=[CH:15][CH:16]=1.[O:10]([C:17]1[CH:18]=[CH:19][C:20]([O:23][CH:2]([CH2:6][CH2:7][CH2:8][CH3:9])[C:3]([NH:24][C:25]2[S:26][CH:27]=[CH:28][N:29]=2)=[O:5])=[CH:21][CH:22]=1)[C:11]1[CH:16]=[CH:15][CH:14]=[CH:13][CH:12]=1, predict the reactants needed to synthesize it. The reactants are: Br[CH:2]([CH2:6][CH2:7][CH2:8][CH3:9])[C:3]([OH:5])=[O:4].[O:10]([C:17]1[CH:22]=[CH:21][C:20]([OH:23])=[CH:19][CH:18]=1)[C:11]1[CH:16]=[CH:15][CH:14]=[CH:13][CH:12]=1.[NH2:24][C:25]1[S:26][CH:27]=[CH:28][N:29]=1.